Task: Predict the reactants needed to synthesize the given product.. Dataset: Full USPTO retrosynthesis dataset with 1.9M reactions from patents (1976-2016) (1) Given the product [OH:19][C:3]1[CH:4]=[CH:5][CH:6]=[C:7]([OH:22])[C:2]=1[NH:1][C:15](=[O:17])[CH3:16], predict the reactants needed to synthesize it. The reactants are: [NH2:1][C:2]1[CH:7]=[CH:6][CH:5]=[CH:4][CH:3]=1.C(N(CC)CC)C.[C:15](Cl)(=[O:17])[CH3:16].[OH-:19].[Na+].C[OH:22]. (2) Given the product [CH2:1]([N:8]1[CH2:18][CH2:17][C:16]2[C:19]3[C:13]([NH:14][N:15]=2)=[N:12][C:47]([S:48]([CH3:50])(=[O:30])=[O:49])=[N:10][C:9]1=3)[C:2]1[CH:7]=[CH:6][CH:5]=[CH:4][CH:3]=1, predict the reactants needed to synthesize it. The reactants are: [CH2:1]([N:8]1[CH2:18][CH2:17][C:16]2[C:19]3[C:13]([NH:14][N:15]=2)=[N:12]C(SC)=[N:10][C:9]1=3)[C:2]1[CH:7]=[CH:6][CH:5]=[CH:4][CH:3]=1.C1C=C(Cl)C=C(C(OO)=[O:30])C=1.C(O)(=O)C1C=CC=CC=1.C([O-])(O)=O.[Na+].[CH3:47][S:48]([CH3:50])=[O:49]. (3) Given the product [F:32][C:33]1[CH:47]=[CH:46][C:36]([O:37][C:38]2[CH:45]=[CH:44][C:41]([CH2:42][NH:43][C:4](=[O:6])[C:3]3[CH:7]=[CH:8][CH:9]=[N:10][C:2]=3[NH2:1])=[CH:40][CH:39]=2)=[CH:35][CH:34]=1, predict the reactants needed to synthesize it. The reactants are: [NH2:1][C:2]1[N:10]=[CH:9][CH:8]=[CH:7][C:3]=1[C:4]([OH:6])=O.ON1C2C=CC=CC=2N=N1.CCN=C=NCCCN(C)C.[F:32][C:33]1[CH:47]=[CH:46][C:36]([O:37][C:38]2[CH:45]=[CH:44][C:41]([CH2:42][NH2:43])=[CH:40][CH:39]=2)=[CH:35][CH:34]=1.